Dataset: Reaction yield outcomes from USPTO patents with 853,638 reactions. Task: Predict the reaction yield, written as a fraction of the theoretical maximum amount of product (1.0 means a 100% yield; for example, 0.34 means a 34% yield). (1) The reactants are [CH3:1][O:2][C:3]1[C:12]([NH:13][C:14](=[O:18])OCC)=[N:11][C:10]2[C:5](=[CH:6][CH:7]=[C:8]([O:19][CH3:20])[CH:9]=2)[N:4]=1.[CH3:21][O:22][C:23]1[CH:28]=[CH:27][C:26]([N:29]2[CH2:34][CH2:33][NH:32][CH2:31][CH2:30]2)=[CH:25][CH:24]=1. No catalyst specified. The product is [CH3:1][O:2][C:3]1[C:12]([NH:13][C:14]([N:32]2[CH2:31][CH2:30][N:29]([C:26]3[CH:25]=[CH:24][C:23]([O:22][CH3:21])=[CH:28][CH:27]=3)[CH2:34][CH2:33]2)=[O:18])=[N:11][C:10]2[C:5](=[CH:6][CH:7]=[C:8]([O:19][CH3:20])[CH:9]=2)[N:4]=1. The yield is 0.810. (2) The reactants are [NH2:1][C:2]1[C:3]([N+:17]([O-])=O)=[C:4]2[C:13](=[CH:14][CH:15]=1)[C:12]1[CH:11]=[CH:10][CH:9]=[CH:8][C:7]=1[NH:6][C:5]2=[O:16].[C:20]([OH:26])([C:22]([F:25])([F:24])[F:23])=[O:21]. The catalyst is [Pd]. The product is [F:23][C:22]([F:25])([F:24])[C:20]([OH:26])=[O:21].[NH2:17][C:3]1[C:2]([NH2:1])=[CH:15][CH:14]=[C:13]2[C:4]=1[C:5](=[O:16])[NH:6][C:7]1[CH:8]=[CH:9][CH:10]=[CH:11][C:12]=12. The yield is 0.710. (3) The reactants are C([NH:5][S:6]([C:9]1[CH:10]=[C:11]([C:15]2[CH:20]=[CH:19][CH:18]=[C:17]([C:21]3[N:26]=[C:25]([C:27]4[CH:32]=[CH:31][C:30]([C:33]([F:36])([F:35])[F:34])=[CH:29][C:28]=4[F:37])[CH:24]=[C:23]([C:38]([F:41])([F:40])[F:39])[N:22]=3)[CH:16]=2)[CH:12]=[CH:13][CH:14]=1)(=[O:8])=[O:7])(C)(C)C.C(O)(C(F)(F)F)=O. The catalyst is ClCCl. The product is [F:37][C:28]1[CH:29]=[C:30]([C:33]([F:34])([F:36])[F:35])[CH:31]=[CH:32][C:27]=1[C:25]1[CH:24]=[C:23]([C:38]([F:39])([F:40])[F:41])[N:22]=[C:21]([C:17]2[CH:16]=[C:15]([C:11]3[CH:12]=[CH:13][CH:14]=[C:9]([S:6]([NH2:5])(=[O:8])=[O:7])[CH:10]=3)[CH:20]=[CH:19][CH:18]=2)[N:26]=1. The yield is 0.720. (4) The reactants are [C:1]([O:5][C:6]([N:8]1[CH2:13][CH2:12][CH2:11][C@@H:10]([NH:14][C:15]2[CH:20]=[CH:19][CH:18]=[CH:17][C:16]=2[NH2:21])[CH2:9]1)=[O:7])([CH3:4])([CH3:3])[CH3:2].CCN(CC)CC.[C:29](Cl)(Cl)=[O:30]. The catalyst is C(Cl)Cl. The product is [C:1]([O:5][C:6]([N:8]1[CH2:13][CH2:12][CH2:11][C@@H:10]([N:14]2[C:15]3[CH:20]=[CH:19][CH:18]=[CH:17][C:16]=3[NH:21][C:29]2=[O:30])[CH2:9]1)=[O:7])([CH3:4])([CH3:2])[CH3:3]. The yield is 0.600. (5) The reactants are [CH2:1]([C:4]1[CH:9]=[CH:8][C:7]([OH:10])=[C:6]([O:11][CH3:12])[CH:5]=1)[CH:2]=[CH2:3].C1(C)C=CC(S(NN)(=O)=O)=CC=1.CC([O-])=O.[Na+]. The catalyst is C(COC)OC.O. The product is [CH3:12][O:11][C:6]1[CH:5]=[C:4]([CH2:1][CH2:2][CH3:3])[CH:9]=[CH:8][C:7]=1[OH:10]. The yield is 0.480. (6) The reactants are [F:1][C:2]([F:10])=[CH:3][CH:4]1[CH2:8][NH:7][C:6](=[O:9])[CH2:5]1.[H-].[Na+].[Br:13][C:14]1[CH:15]=[C:16]2[C:22]([CH2:23]Br)=[N:21][N:20](C(OC(C)(C)C)=O)[C:17]2=[N:18][CH:19]=1. The catalyst is CN(C=O)C.O. The product is [Br:13][C:14]1[CH:15]=[C:16]2[C:22]([CH2:23][N:7]3[CH2:8][CH:4]([CH:3]=[C:2]([F:10])[F:1])[CH2:5][C:6]3=[O:9])=[N:21][NH:20][C:17]2=[N:18][CH:19]=1. The yield is 0.0490. (7) The reactants are [CH3:1][O:2][C:3]1[CH:28]=[C:27]([O:29][CH3:30])[CH:26]=[CH:25][C:4]=1[CH2:5][NH:6][C@@:7]([C@H:16]1[CH2:20][O:19][CH2:18][C@@H:17]1[S:21][CH2:22][C:23]#[N:24])([C:9]1[CH:14]=[CH:13][CH:12]=[CH:11][C:10]=1[F:15])[CH3:8].C(N(CC)CC)C.[F:38][C:39]([F:50])([F:49])[C:40](O[C:40](=[O:41])[C:39]([F:50])([F:49])[F:38])=[O:41]. The catalyst is ClCCl.C(OCC)(=O)C. The product is [C:23]([CH2:22][S:21][C@H:17]1[CH2:18][O:19][CH2:20][C@@H:16]1[C@:7]([N:6]([CH2:5][C:4]1[CH:25]=[CH:26][C:27]([O:29][CH3:30])=[CH:28][C:3]=1[O:2][CH3:1])[C:40](=[O:41])[C:39]([F:50])([F:49])[F:38])([C:9]1[CH:14]=[CH:13][CH:12]=[CH:11][C:10]=1[F:15])[CH3:8])#[N:24]. The yield is 0.770. (8) The reactants are [CH3:1][NH:2][C:3]1[CH:8]=[CH:7][C:6]([C:9]2[S:10][C:11]3[CH:17]=[C:16]([OH:18])[CH:15]=[CH:14][C:12]=3[CH:13]=2)=[CH:5][CH:4]=1.C(=O)([O-])[O-].[K+].[K+].[Si:25]([O:32][CH:33](Br)[CH3:34])([C:28]([CH3:31])([CH3:30])[CH3:29])([CH3:27])[CH3:26].[Cl-].[NH4+]. No catalyst specified. The product is [CH3:1][NH:2][C:3]1[CH:8]=[CH:7][C:6]([C:9]2[S:10][C:11]3[CH:17]=[C:16]([O:18][CH2:34][CH2:33][O:32][Si:25]([C:28]([CH3:31])([CH3:30])[CH3:29])([CH3:27])[CH3:26])[CH:15]=[CH:14][C:12]=3[CH:13]=2)=[CH:5][CH:4]=1. The yield is 0.430.